From a dataset of Catalyst prediction with 721,799 reactions and 888 catalyst types from USPTO. Predict which catalyst facilitates the given reaction. (1) Reactant: [C:1]([N:5]1[CH:9]=[CH:8][C:7]([OH:10])=[N:6]1)([CH3:4])([CH3:3])[CH3:2].C([O-])(O)=O.[Na+].[Br:16]Br. Product: [Br:16][C:8]1[C:7]([OH:10])=[N:6][N:5]([C:1]([CH3:4])([CH3:3])[CH3:2])[CH:9]=1. The catalyst class is: 96. (2) Reactant: [CH2:1]([N:8]1[CH2:13][C:12](=O)[NH:11][C@H:10]([CH2:15][C:16]2[CH:21]=[CH:20][C:19]([CH3:22])=[C:18]([O:23][CH3:24])[CH:17]=2)[C:9]1=O)[C:2]1[CH:7]=[CH:6][CH:5]=[CH:4][CH:3]=1.[H-].[Al+3].[Li+].[H-].[H-].[H-].[OH-].[Na+]. Product: [CH2:1]([N:8]1[CH2:13][CH2:12][NH:11][C@H:10]([CH2:15][C:16]2[CH:21]=[CH:20][C:19]([CH3:22])=[C:18]([O:23][CH3:24])[CH:17]=2)[CH2:9]1)[C:2]1[CH:3]=[CH:4][CH:5]=[CH:6][CH:7]=1. The catalyst class is: 7. (3) Reactant: [CH3:1][N:2]1[CH:6]=[C:5]([C:7]([O:9]CC)=[O:8])[C:4](=[O:12])[N:3]1[C:13]1[CH:18]=[CH:17][CH:16]=[CH:15][C:14]=1[CH3:19].O1CCCC1.[OH-].[Na+]. Product: [CH3:1][N:2]1[CH:6]=[C:5]([C:7]([OH:9])=[O:8])[C:4](=[O:12])[N:3]1[C:13]1[CH:18]=[CH:17][CH:16]=[CH:15][C:14]=1[CH3:19]. The catalyst class is: 5. (4) Reactant: [C:1]([O:5][C:6]([N:8]1[CH2:13][CH2:12][N:11]([C:14]2[CH:19]=[CH:18][CH:17]=[CH:16][C:15]=2[N+:20]([O-])=O)[CH:10]([CH2:23][C:24]([OH:26])=O)[CH2:9]1)=[O:7])([CH3:4])([CH3:3])[CH3:2].F[P-](F)(F)(F)(F)F.N1(OC(N(C)C)=[N+](C)C)C2N=CC=CC=2N=N1.C(N(C(C)C)CC)(C)C. Product: [O:26]=[C:24]1[NH:20][C:15]2[CH:16]=[CH:17][CH:18]=[CH:19][C:14]=2[N:11]2[CH2:12][CH2:13][N:8]([C:6]([O:5][C:1]([CH3:2])([CH3:4])[CH3:3])=[O:7])[CH2:9][CH:10]2[CH2:23]1. The catalyst class is: 19. (5) Reactant: [Cl:1][C:2]1[CH:3]=[C:4]([C:8]([Cl:11])=[CH:9][N:10]=1)[C:5]([OH:7])=O.CN(C(ON1N=NC2C=CC=NC1=2)=[N+](C)C)C.F[P-](F)(F)(F)(F)F.CCN(CC)CC.[NH2:43][C:44]1[CH:66]=[CH:65][C:47]2[CH2:48][CH2:49][C:50]3[C:51]([C:62]([NH2:64])=[O:63])=[N:52][N:53]([C:55]4[CH:60]=[CH:59][C:58]([F:61])=[CH:57][CH:56]=4)[C:54]=3[C:46]=2[CH:45]=1.CC1C(C(O)=O)=CN=C(Cl)C=1. Product: [Cl:1][C:2]1[CH:3]=[C:4]([C:8]([Cl:11])=[CH:9][N:10]=1)[C:5]([NH:43][C:44]1[CH:66]=[CH:65][C:47]2[CH2:48][CH2:49][C:50]3[C:51]([C:62]([NH2:64])=[O:63])=[N:52][N:53]([C:55]4[CH:56]=[CH:57][C:58]([F:61])=[CH:59][CH:60]=4)[C:54]=3[C:46]=2[CH:45]=1)=[O:7]. The catalyst class is: 3. (6) Reactant: [N:1]1[C:10]2[C:5](=[N:6][CH:7]=[CH:8][CH:9]=2)[C:4]([NH2:11])=[CH:3][CH:2]=1.[H-].[Na+].[C:14]1([S:20](Cl)(=[O:22])=[O:21])[CH:19]=[CH:18][CH:17]=[CH:16][CH:15]=1. Product: [N:1]1[C:10]2[C:5](=[N:6][CH:7]=[CH:8][CH:9]=2)[C:4]([NH:11][S:20]([C:14]2[CH:19]=[CH:18][CH:17]=[CH:16][CH:15]=2)(=[O:22])=[O:21])=[CH:3][CH:2]=1. The catalyst class is: 1.